Dataset: Catalyst prediction with 721,799 reactions and 888 catalyst types from USPTO. Task: Predict which catalyst facilitates the given reaction. Reactant: [NH:1]1[CH2:8][CH2:7][CH2:6][C@H:2]1[C:3]([OH:5])=[O:4].[OH2:9].C1(C)C=CC(S(O)(=O)=O)=CC=1.[CH2:21]([O:28][CH2:29][CH2:30][CH2:31][OH:32])[C:22]1[CH:27]=[CH:26][CH:25]=[CH:24][CH:23]=1.[OH2:33]. Product: [C:2]([OH:33])(=[O:9])[C:3]([OH:5])=[O:4].[CH2:21]([O:28][CH2:29][CH2:30][CH2:31][O:32][C:3](=[O:4])[C@@H:2]1[CH2:6][CH2:7][CH2:8][NH:1]1)[C:22]1[CH:27]=[CH:26][CH:25]=[CH:24][CH:23]=1. The catalyst class is: 48.